This data is from Reaction yield outcomes from USPTO patents with 853,638 reactions. The task is: Predict the reaction yield, written as a fraction of the theoretical maximum amount of product (1.0 means a 100% yield; for example, 0.34 means a 34% yield). (1) The reactants are [F:1][CH:2]([F:24])[O:3][C:4]1[CH:9]=[CH:8][C:7]([NH:10][C:11]2[N:16]=[C:15]([O:17][CH3:18])[C:14]([C:19](OCC)=[O:20])=[CH:13][N:12]=2)=[CH:6][CH:5]=1.CC(C[AlH]CC(C)C)C. The catalyst is C1COCC1. The product is [F:24][CH:2]([F:1])[O:3][C:4]1[CH:9]=[CH:8][C:7]([NH:10][C:11]2[N:16]=[C:15]([O:17][CH3:18])[C:14]([CH2:19][OH:20])=[CH:13][N:12]=2)=[CH:6][CH:5]=1. The yield is 0.930. (2) The reactants are [SH2:1].[CH3:2][C:3]1[CH:8]=[CH:7][N:6]=[CH:5][C:4]=1[C:9]#[N:10].C(N(CC)CC)C. The catalyst is C(O)C. The product is [CH3:2][C:3]1[CH:8]=[CH:7][N:6]=[CH:5][C:4]=1[C:9](=[S:1])[NH2:10]. The yield is 0.720.